This data is from Reaction yield outcomes from USPTO patents with 853,638 reactions. The task is: Predict the reaction yield, written as a fraction of the theoretical maximum amount of product (1.0 means a 100% yield; for example, 0.34 means a 34% yield). (1) The reactants are CC(OI1(OC(C)=O)(OC(C)=O)OC(=O)C2C=CC=CC1=2)=O.[Cl:23][C:24]1[CH:25]=[C:26]([CH:30]=[CH:31][CH:32]=1)[CH2:27][CH2:28][OH:29]. The catalyst is C(Cl)Cl. The product is [Cl:23][C:24]1[CH:25]=[C:26]([CH2:27][CH:28]=[O:29])[CH:30]=[CH:31][CH:32]=1. The yield is 0.780. (2) The reactants are C([N:8]1[CH2:13][CH2:12][N:11]([C:14]2[CH:22]=[C:21]([O:23][CH3:24])[CH:20]=[C:19]3[C:15]=2[CH:16]=[CH:17][NH:18]3)[CH2:10][CH2:9]1)C1C=CC=CC=1.C([O-])=O.[NH4+]. The catalyst is C(O)C.[Pd]. The product is [CH3:24][O:23][C:21]1[CH:20]=[C:19]2[C:15]([CH:16]=[CH:17][NH:18]2)=[C:14]([N:11]2[CH2:12][CH2:13][NH:8][CH2:9][CH2:10]2)[CH:22]=1. The yield is 0.750.